Binary classification across 12 toxicity assays. From a dataset of Tox21: 12 toxicity assays (nuclear receptors and stress response pathways). The molecule is Nc1ncn([C@@H]2O[C@H](CO)[C@@H](O)[C@H]2O)c(=O)n1. It tested positive (active) for: SR-ARE (Antioxidant Response Element (oxidative stress)), and SR-p53 (p53 tumor suppressor activation).